Dataset: Full USPTO retrosynthesis dataset with 1.9M reactions from patents (1976-2016). Task: Predict the reactants needed to synthesize the given product. (1) Given the product [Br:1][C:2]1[CH:3]=[CH:4][C:5]2[N:9]=[C:8]([NH:10][C:24](=[O:26])[CH3:25])[N:7]([C:11]3[CH:16]=[CH:15][CH:14]=[CH:13][N:12]=3)[C:6]=2[CH:17]=1, predict the reactants needed to synthesize it. The reactants are: [Br:1][C:2]1[CH:3]=[CH:4][C:5]2[N:9]=[C:8]([NH2:10])[N:7]([C:11]3[CH:16]=[CH:15][CH:14]=[CH:13][N:12]=3)[C:6]=2[CH:17]=1.N1C=CC=CC=1.[C:24](OC(=O)C)(=[O:26])[CH3:25]. (2) The reactants are: [CH:1]([N:3]1[CH2:7][CH2:6][CH2:5][C:4]1=[O:8])=[CH2:2].C(OCC)(=O)C(C)=C.S(OC)(OC)(=O)=O.C(OCC)(=O)C(C)=C.C(OCCCCCCCC/C=C\CCCCCCCC)(=O)C(C)=C.C(OCC[N:64](CC)CC)(=O)C(C)=C.C(N)(=O)C=C.[Cl-:74].C(OCC[N+](C)(C)C)(=O)C(C)=C. Given the product [Cl-:74].[CH3:6][CH:5]=[CH:4][N+:3]1[CH:1]=[CH:2][NH:64][CH:7]=1.[CH:1]([N:3]1[CH2:7][CH2:6][CH2:5][C:4]1=[O:8])=[CH2:2], predict the reactants needed to synthesize it. (3) Given the product [CH3:23][O:22][CH2:21][CH2:20][C:9]1([C:15]([O:17][CH3:18])=[O:16])[CH2:14][CH2:13][CH2:12][CH2:11][CH2:10]1, predict the reactants needed to synthesize it. The reactants are: C([N-]C(C)C)(C)C.[Li+].[CH:9]1([C:15]([O:17][CH3:18])=[O:16])[CH2:14][CH2:13][CH2:12][CH2:11][CH2:10]1.Br[CH2:20][CH2:21][O:22][CH3:23]. (4) Given the product [C:2]([C:7]1[N:12]=[C:11]([CH2:13][N:14]2[N:18]=[C:17]([NH:19][C:31]([C:27]3[N:28]=[CH:29][O:30][C:26]=3[C:20]3[CH:21]=[CH:22][CH:23]=[CH:24][CH:25]=3)=[O:32])[CH:16]=[N:15]2)[CH:10]=[CH:9][CH:8]=1)(=[O:6])[CH3:1], predict the reactants needed to synthesize it. The reactants are: [CH3:1][C:2]1([C:7]2[N:12]=[C:11]([CH2:13][N:14]3[N:18]=[C:17]([NH2:19])[CH:16]=[N:15]3)[CH:10]=[CH:9][CH:8]=2)[O:6]CCO1.[C:20]1([C:26]2[O:30][CH:29]=[N:28][C:27]=2[C:31](O)=[O:32])[CH:25]=[CH:24][CH:23]=[CH:22][CH:21]=1. (5) Given the product [CH2:12]([O:14][C:15](=[O:19])/[CH:16]=[C:17](/[O:11][C:7]1[C:5]2[N:6]=[C:2]([CH3:1])[O:3][C:4]=2[CH:10]=[CH:9][CH:8]=1)\[CH3:18])[CH3:13], predict the reactants needed to synthesize it. The reactants are: [CH3:1][C:2]1[O:3][C:4]2[C:5](=[C:7]([OH:11])[CH:8]=[CH:9][CH:10]=2)[N:6]=1.[CH2:12]([O:14][C:15](=[O:19])[C:16]#[C:17][CH3:18])[CH3:13].C(=O)([O-])[O-].[K+].[K+]. (6) Given the product [CH3:1][O:2][C:3]1[N:8]=[CH:7][C:6]([N:9]2[C:13]([C:14]3[CH:15]=[CH:16][C:17]([CH2:18][NH2:19])=[CH:20][CH:21]=3)=[CH:12][C:11]([O:22][CH2:23][C:24]([F:27])([F:25])[F:26])=[N:10]2)=[CH:5][CH:4]=1, predict the reactants needed to synthesize it. The reactants are: [CH3:1][O:2][C:3]1[N:8]=[CH:7][C:6]([N:9]2[C:13]([C:14]3[CH:21]=[CH:20][C:17]([C:18]#[N:19])=[CH:16][CH:15]=3)=[CH:12][C:11]([O:22][CH2:23][C:24]([F:27])([F:26])[F:25])=[N:10]2)=[CH:5][CH:4]=1.[H-].[Al+3].[Li+].[H-].[H-].[H-]. (7) Given the product [C:1]([O:5][C:6]([NH:8][C@@H:9]([CH2:42][C:43]1[CH:48]=[CH:47][CH:46]=[CH:45][CH:44]=1)[CH2:10][C@@H:11]1[O:15][C:14]([CH3:16])([CH3:17])[N:13]([C:18]([O:20][CH2:21][C:22]2[CH:23]=[CH:24][CH:25]=[CH:26][CH:27]=2)=[O:19])[C@H:12]1[CH2:28][C:29]1[CH:30]=[CH:31][C:32]([C:55]2[CH:54]=[CH:53][C:52]([CH3:51])=[CH:57][N:56]=2)=[CH:33][CH:34]=1)=[O:7])([CH3:2])([CH3:3])[CH3:4], predict the reactants needed to synthesize it. The reactants are: [C:1]([O:5][C:6]([NH:8][C@@H:9]([CH2:42][C:43]1[CH:48]=[CH:47][CH:46]=[CH:45][CH:44]=1)[CH2:10][C@@H:11]1[O:15][C:14]([CH3:17])([CH3:16])[N:13]([C:18]([O:20][CH2:21][C:22]2[CH:27]=[CH:26][CH:25]=[CH:24][CH:23]=2)=[O:19])[C@H:12]1[CH2:28][C:29]1[CH:34]=[CH:33][C:32](OC(=O)C(F)(F)F)=[CH:31][CH:30]=1)=[O:7])([CH3:4])([CH3:3])[CH3:2].[Li+].[Cl-].[CH3:51][C:52]1[CH:53]=[CH:54][C:55]([Sn](CCCC)(CCCC)CCCC)=[N:56][CH:57]=1. (8) Given the product [BrH:13].[NH2:11][CH2:10][CH:9]([C:5]1[CH:4]=[C:3]([OH:2])[CH:8]=[CH:7][CH:6]=1)[CH3:12], predict the reactants needed to synthesize it. The reactants are: C[O:2][C:3]1[CH:4]=[C:5]([CH:9]([CH3:12])[CH2:10][NH2:11])[CH:6]=[CH:7][CH:8]=1.[BrH:13]. (9) Given the product [ClH:9].[Cl:9][C:6]1[N:7]=[CH:8][C:3]([N:2]2[CH:14]=[C:13]([CH3:16])[S:10][C:11]2=[NH:12])=[CH:4][CH:5]=1, predict the reactants needed to synthesize it. The reactants are: Cl.[NH2:2][C:3]1[CH:4]=[CH:5][C:6]([Cl:9])=[N:7][CH:8]=1.[S:10]([CH:13]([CH3:16])[CH:14]=O)[C:11]#[N:12].